This data is from Full USPTO retrosynthesis dataset with 1.9M reactions from patents (1976-2016). The task is: Predict the reactants needed to synthesize the given product. (1) Given the product [Br:1][C:2]1[CH:31]=[CH:30][C:5]([CH2:6][CH2:7][NH:8][CH2:9][C:10]2[C:11]([C:25]3[CH:29]=[CH:28][S:27][CH:26]=3)=[N:12][C:13]3[C:18]([CH:19]=2)=[CH:17][CH:16]=[C:15]([C:20]([NH2:32])=[O:22])[CH:14]=3)=[CH:4][CH:3]=1, predict the reactants needed to synthesize it. The reactants are: [Br:1][C:2]1[CH:31]=[CH:30][C:5]([CH2:6][CH2:7][NH:8][CH2:9][C:10]2[C:11]([C:25]3[CH:29]=[CH:28][S:27][CH:26]=3)=[N:12][C:13]3[C:18]([CH:19]=2)=[CH:17][CH:16]=[C:15]([C:20]([O:22]CC)=O)[CH:14]=3)=[CH:4][CH:3]=1.[NH3:32]. (2) Given the product [C:3]([O-:7])(=[O:6])[CH:4]=[CH2:5].[Na+:2].[C:3]([OH:7])(=[O:6])[CH:4]=[CH2:5], predict the reactants needed to synthesize it. The reactants are: [OH-].[Na+:2].[C:3]([OH:7])(=[O:6])[CH:4]=[CH2:5]. (3) Given the product [CH2:21]([N:10]1[CH:11]=[C:12]([CH3:13])[C:8]([C:5]2[CH:6]=[CH:7][C:2]([Cl:1])=[CH:3][CH:4]=2)=[C:9]1[C:14]([O:16][CH2:17][CH3:18])=[O:15])[C:22]1[CH:27]=[CH:26][CH:25]=[CH:24][CH:23]=1, predict the reactants needed to synthesize it. The reactants are: [Cl:1][C:2]1[CH:7]=[CH:6][C:5]([C:8]2[C:12]([CH3:13])=[CH:11][NH:10][C:9]=2[C:14]([O:16][CH2:17][CH3:18])=[O:15])=[CH:4][CH:3]=1.[H-].[Na+].[CH2:21](Br)[C:22]1[CH:27]=[CH:26][CH:25]=[CH:24][CH:23]=1.CCOC(C)=O. (4) Given the product [C:13]1([CH3:26])[CH:14]=[CH:15][CH:16]=[CH:17][CH:18]=1.[Br:12][C:13]1[C:14]([Cl:24])=[C:15]([C:16]([S:19]([CH3:22])(=[O:21])=[O:20])=[CH:17][CH:18]=1)[O:23][CH2:26][CH2:27][CH:28]1[O:32][CH2:31][CH2:30][O:29]1, predict the reactants needed to synthesize it. The reactants are: C(=O)([O-])[O-].[K+].[K+].CN(C=O)C.[Br:12][C:13]1[C:14]([Cl:24])=[C:15]([OH:23])[C:16]([S:19]([CH3:22])(=[O:21])=[O:20])=[CH:17][CH:18]=1.Br[CH2:26][CH2:27][CH:28]1[O:32][CH2:31][CH2:30][O:29]1. (5) Given the product [Br:1][C:2]1[N:3]=[C:4]([NH:19][CH2:18][CH2:17][CH2:16][NH2:20])[C:5]2[N:6]([C:8]([I:11])=[CH:9][N:10]=2)[CH:7]=1, predict the reactants needed to synthesize it. The reactants are: [Br:1][C:2]1[N:3]=[C:4](S(C)(=O)=O)[C:5]2[N:6]([C:8]([I:11])=[CH:9][N:10]=2)[CH:7]=1.[CH2:16]([NH2:20])[CH2:17][CH2:18][NH2:19]. (6) Given the product [CH3:25][O:24][C:22](=[O:23])[NH:1][C:2]1[S:3][C@H:4]2[O:10][C@H:9]([CH2:11][OH:12])[C@@H:8]([OH:13])[C@H:7]([OH:14])[C@H:5]2[N:6]=1, predict the reactants needed to synthesize it. The reactants are: [NH2:1][C:2]1[S:3][C@H:4]2[O:10][C@H:9]([CH2:11][OH:12])[C@@H:8]([OH:13])[C@H:7]([OH:14])[C@H:5]2[N:6]=1.C([O-])([O-])=O.[Na+].[Na+].Cl[C:22]([O:24][CH3:25])=[O:23]. (7) Given the product [Si:6]([O:13][CH2:14][C:15]1[N:20]=[C:19]([Cl:21])[C:18]([O:22][CH3:23])=[C:17]([CH:16]=1)[C:4]#[N:5])([C:9]([CH3:12])([CH3:11])[CH3:10])([CH3:8])[CH3:7], predict the reactants needed to synthesize it. The reactants are: [Cu]([C:4]#[N:5])C#N.[Si:6]([O:13][CH2:14][C:15]1[N:20]=[C:19]([Cl:21])[C:18]([O:22][CH3:23])=[C:17](I)[CH:16]=1)([C:9]([CH3:12])([CH3:11])[CH3:10])([CH3:8])[CH3:7].[NH4+].[OH-]. (8) Given the product [NH2:18][C:14]1[CH:13]=[CH:12][CH:11]=[C:10]2[C:15]=1[CH:16]=[CH:17][N:8]([C:7]1[C:2]([CH3:1])=[N:3][CH:4]=[CH:5][CH:6]=1)[C:9]2=[O:21], predict the reactants needed to synthesize it. The reactants are: [CH3:1][C:2]1[C:7]([N:8]2[CH:17]=[CH:16][C:15]3[C:10](=[CH:11][CH:12]=[CH:13][C:14]=3[N+:18]([O-])=O)[C:9]2=[O:21])=[CH:6][CH:5]=[CH:4][N:3]=1.CO. (9) Given the product [C:1]([C:3]1[C:4]([N:16]2[CH2:17][CH2:18][CH:19]([C:22]([NH:65][S:62]([C:56]3[CH:61]=[CH:60][CH:59]=[CH:58][CH:57]=3)(=[O:64])=[O:63])=[O:24])[CH2:20][CH2:21]2)=[N:5][C:6]([CH3:15])=[C:7]([CH:8]=1)[C:9]([O:11][CH:12]([CH3:14])[CH3:13])=[O:10])#[N:2], predict the reactants needed to synthesize it. The reactants are: [C:1]([C:3]1[C:4]([N:16]2[CH2:21][CH2:20][CH:19]([C:22]([OH:24])=O)[CH2:18][CH2:17]2)=[N:5][C:6]([CH3:15])=[C:7]([C:9]([O:11][CH:12]([CH3:14])[CH3:13])=[O:10])[CH:8]=1)#[N:2].CN(C(ON1N=NC2C=CC=CC1=2)=[N+](C)C)C.[B-](F)(F)(F)F.CCN(C(C)C)C(C)C.[C:56]1([S:62]([NH2:65])(=[O:64])=[O:63])[CH:61]=[CH:60][CH:59]=[CH:58][CH:57]=1.C([O-])(O)=O.[Na+].